Dataset: Forward reaction prediction with 1.9M reactions from USPTO patents (1976-2016). Task: Predict the product of the given reaction. (1) The product is: [CH2:1]([S:9][CH2:10][C:11]1[CH:12]=[C:13]([CH:18]=[CH:19][CH:20]=1)[C:14]([OH:16])=[O:15])[CH2:2][C:3]1[CH:4]=[CH:5][CH:6]=[CH:7][CH:8]=1. Given the reactants [CH2:1]([S:9][CH2:10][C:11]1[CH:12]=[C:13]([CH:18]=[CH:19][CH:20]=1)[C:14]([O:16]C)=[O:15])[CH2:2][C:3]1[CH:8]=[CH:7][CH:6]=[CH:5][CH:4]=1.[OH-].[Na+], predict the reaction product. (2) Given the reactants C1(CCOC2N=C3C(N=C(OC)N3CCC3CCOC3)=C(N)N=2)CC1.FC(F)(F)C(O)=O.[CH3:33][C@H:34]([O:38][C:39]1[NH:40][C:41]([NH2:50])=[C:42]2[C:46]([N:47]=1)=[N:45][C:44]([O:48][CH3:49])=[N:43]2)[CH2:35][CH2:36][CH3:37].Br[CH2:52][CH2:53][CH:54]1[CH2:59][CH2:58][O:57][C:56]([CH3:61])([CH3:60])[CH2:55]1, predict the reaction product. The product is: [CH3:60][C:56]1([CH3:61])[CH2:55][CH:54]([CH2:53][CH2:52][N:45]2[C:44]([O:48][CH3:49])=[N:43][C:42]3[C:46]2=[N:47][C:39]([O:38][C@@H:34]([CH3:33])[CH2:35][CH2:36][CH3:37])=[N:40][C:41]=3[NH2:50])[CH2:59][CH2:58][O:57]1. (3) Given the reactants [CH:1]([O:4][C:5](=[O:21])[NH:6][C@@H:7]1[CH2:20][C:10]2[NH:11][C:12]3[CH:13]=[CH:14][C:15]([C:18]#[N:19])=[CH:16][C:17]=3[C:9]=2[CH2:8]1)([CH3:3])[CH3:2].Cl[CH2:23][C:24]1[CH:29]=[CH:28][CH:27]=[C:26]([F:30])[C:25]=1[O:31][CH3:32].C(=O)([O-])[O-].[Cs+].[Cs+], predict the reaction product. The product is: [CH:1]([O:4][C:5](=[O:21])[NH:6][C@@H:7]1[CH2:20][C:10]2[N:11]([CH2:23][C:24]3[CH:29]=[CH:28][CH:27]=[C:26]([F:30])[C:25]=3[O:31][CH3:32])[C:12]3[CH:13]=[CH:14][C:15]([C:18]#[N:19])=[CH:16][C:17]=3[C:9]=2[CH2:8]1)([CH3:3])[CH3:2]. (4) Given the reactants [CH3:1][O:2][C:3]1[CH:4]=[C:5]([CH:24]=[CH:25][CH:26]=1)[CH2:6][CH2:7][C:8]1[S:9][C:10]2[N:11]=[C:12]([NH2:23])[N:13]=[C:14]([N:17]3[CH2:22][CH2:21][NH:20][CH2:19][CH2:18]3)[C:15]=2[N:16]=1.[CH3:27][O:28][C:29]1[CH:39]=[CH:38][C:32]([O:33][CH2:34][C:35](O)=[O:36])=[CH:31][CH:30]=1, predict the reaction product. The product is: [NH2:23][C:12]1[N:13]=[C:14]([N:17]2[CH2:22][CH2:21][N:20]([C:35](=[O:36])[CH2:34][O:33][C:32]3[CH:38]=[CH:39][C:29]([O:28][CH3:27])=[CH:30][CH:31]=3)[CH2:19][CH2:18]2)[C:15]2[N:16]=[C:8]([CH2:7][CH2:6][C:5]3[CH:24]=[CH:25][CH:26]=[C:3]([O:2][CH3:1])[CH:4]=3)[S:9][C:10]=2[N:11]=1.